This data is from Forward reaction prediction with 1.9M reactions from USPTO patents (1976-2016). The task is: Predict the product of the given reaction. (1) Given the reactants CO[C:3](=[O:20])[C:4]([OH:19])=[CH:5][C:6](=[O:18])[N:7]([CH2:10][C:11]1[CH:16]=[CH:15][C:14]([Cl:17])=[CH:13][CH:12]=1)[O:8][CH3:9].C=O.CN.ClC1C=C(C=CC=1Cl)[CH2:29][N:30](C)[C:31](C1CN(C)C(=O)C=1O)=O, predict the reaction product. The product is: [Cl:17][C:14]1[CH:13]=[CH:12][C:11]([CH2:10][N:7]([O:8][CH3:9])[C:6]([C:5]2[CH2:29][N:30]([CH3:31])[C:3](=[O:20])[C:4]=2[OH:19])=[O:18])=[CH:16][CH:15]=1. (2) Given the reactants [NH:1]1[CH2:7][CH2:6][CH2:5][NH:4][CH2:3][CH2:2]1.CN(C=O)C.[Cl:13]([O-:17])(=[O:16])(=[O:15])=[O:14].CO[C:20]1[CH:25]=[CH:24][C:23]([N:26]=[N:27][C:28]2[N:32]([CH3:33])[CH:31]=[CH:30][N+:29]=2[CH3:34])=[CH:22][CH:21]=1, predict the reaction product. The product is: [Cl:13]([O-:17])(=[O:16])(=[O:15])=[O:14].[N:1]1([C:20]2[CH:25]=[CH:24][C:23]([N:26]=[N:27][C:28]3[N:29]([CH3:34])[CH:30]=[CH:31][N+:32]=3[CH3:33])=[CH:22][CH:21]=2)[CH2:7][CH2:6][CH2:5][NH:4][CH2:3][CH2:2]1. (3) Given the reactants [N:1]1[CH:6]=[CH:5][N:4]=[CH:3][C:2]=1[C:7]([O:9][CH3:10])=[O:8].ClC1C=C(C=CC=1)C(OO)=[O:16], predict the reaction product. The product is: [CH3:10][O:9][C:7]([C:2]1[CH:3]=[N:4][CH:5]=[CH:6][N+:1]=1[O-:16])=[O:8].